Dataset: Catalyst prediction with 721,799 reactions and 888 catalyst types from USPTO. Task: Predict which catalyst facilitates the given reaction. (1) Reactant: [CH:1]1[C:9]2[C:8]3[CH:10]=[CH:11][CH:12]=[CH:13][C:7]=3[O:6][C:5]=2[CH:4]=[CH:3][C:2]=1[CH:14]=[N:15][S:16]([C:18]([CH3:21])([CH3:20])[CH3:19])=[O:17].[BH4-].[Na+].O. Product: [CH:1]1[C:9]2[C:8]3[CH:10]=[CH:11][CH:12]=[CH:13][C:7]=3[O:6][C:5]=2[CH:4]=[CH:3][C:2]=1[CH2:14][NH:15][S:16]([C:18]([CH3:21])([CH3:20])[CH3:19])=[O:17]. The catalyst class is: 100. (2) Reactant: [CH3:1][C:2]1[CH:7]=[CH:6][CH:5]=[C:4]([C:8]2[CH:13]=[CH:12][C:11]([C:14]([F:17])([F:16])[F:15])=[CH:10][CH:9]=2)[C:3]=1[C:18]([O:20][CH3:21])=[O:19].[Br:22]N1C(=O)CCC1=O. Product: [Br:22][CH2:1][C:2]1[CH:7]=[CH:6][CH:5]=[C:4]([C:8]2[CH:13]=[CH:12][C:11]([C:14]([F:15])([F:16])[F:17])=[CH:10][CH:9]=2)[C:3]=1[C:18]([O:20][CH3:21])=[O:19]. The catalyst class is: 53. (3) Reactant: [NH:1]1[C:9]2[C:4](=[CH:5][C:6]([C:10]3[C:18]4[C:13](=[N:14][CH:15]=[C:16]([C:19]5[CH:26]=[CH:25][C:22](C=O)=[CH:21][CH:20]=5)[CH:17]=4)[N:12](S(C4C=CC(C)=CC=4)(=O)=O)[CH:11]=3)=[CH:7][CH:8]=2)[CH:3]=[CH:2]1.[CH3:37][N:38]1[CH2:43][CH2:42][NH:41][CH2:40][CH2:39]1.[C:44](O[BH-](OC(=O)C)OC(=O)C)(=O)C.[Na+]. Product: [NH:1]1[C:9]2[C:4](=[CH:5][C:6]([C:10]3[C:18]4[C:13](=[N:14][CH:15]=[C:16]([C:19]5[CH:26]=[CH:25][C:22]([CH2:37][N:38]6[CH2:43][CH2:42][N:41]([CH3:44])[CH2:40][CH2:39]6)=[CH:21][CH:20]=5)[CH:17]=4)[NH:12][CH:11]=3)=[CH:7][CH:8]=2)[CH:3]=[CH:2]1. The catalyst class is: 2.